From a dataset of Reaction yield outcomes from USPTO patents with 853,638 reactions. Predict the reaction yield, written as a fraction of the theoretical maximum amount of product (1.0 means a 100% yield; for example, 0.34 means a 34% yield). (1) The reactants are [Cl:1][C:2]1[CH:3]=[C:4]([OH:9])[CH:5]=[C:6]([Cl:8])[CH:7]=1.[I:10]I. The catalyst is O.OO. The product is [Cl:1][C:2]1[C:3]([I:10])=[C:4]([OH:9])[CH:5]=[C:6]([Cl:8])[CH:7]=1. The yield is 0.520. (2) The reactants are [F:1][C:2]([F:35])([F:34])[C:3]1[CH:4]=[C:5]([CH:27]=[C:28]([C:30]([F:33])([F:32])[F:31])[CH:29]=1)[C:6]([N:8]1[CH2:13][CH2:12][C:11](=O)[CH2:10][CH:9]1[CH2:15][C:16]1[CH:21]=[C:20]([C:22]([F:25])([F:24])[F:23])[CH:19]=[C:18]([F:26])[CH:17]=1)=[O:7].[CH3:36][C:37]1[CH:42]=[CH:41][CH:40]=[C:39]([CH3:43])[C:38]=1[NH:44][C:45](=[O:53])[CH2:46][N:47]1[CH2:52][CH2:51][NH:50][CH2:49][CH2:48]1.S1C=CC=C1. The catalyst is CC(O)C.[Pt].CC(C)[O-].[Ti+4].CC(C)[O-].CC(C)[O-].CC(C)[O-]. The product is [F:32][C:30]([F:31])([F:33])[C:28]1[CH:27]=[C:5]([CH:4]=[C:3]([C:2]([F:35])([F:1])[F:34])[CH:29]=1)[C:6]([N:8]1[CH2:13][CH2:12][C@H:11]([N:50]2[CH2:51][CH2:52][N:47]([CH2:46][C:45]([NH:44][C:38]3[C:39]([CH3:43])=[CH:40][CH:41]=[CH:42][C:37]=3[CH3:36])=[O:53])[CH2:48][CH2:49]2)[CH2:10][C@@H:9]1[CH2:15][C:16]1[CH:21]=[C:20]([C:22]([F:24])([F:23])[F:25])[CH:19]=[C:18]([F:26])[CH:17]=1)=[O:7].[F:32][C:30]([F:31])([F:33])[C:28]1[CH:27]=[C:5]([CH:4]=[C:3]([C:2]([F:35])([F:1])[F:34])[CH:29]=1)[C:6]([N:8]1[CH2:13][CH2:12][C@@H:11]([N:50]2[CH2:51][CH2:52][N:47]([CH2:46][C:45]([NH:44][C:38]3[C:39]([CH3:43])=[CH:40][CH:41]=[CH:42][C:37]=3[CH3:36])=[O:53])[CH2:48][CH2:49]2)[CH2:10][C@@H:9]1[CH2:15][C:16]1[CH:21]=[C:20]([C:22]([F:24])([F:23])[F:25])[CH:19]=[C:18]([F:26])[CH:17]=1)=[O:7]. The yield is 0.100.